From a dataset of Forward reaction prediction with 1.9M reactions from USPTO patents (1976-2016). Predict the product of the given reaction. (1) Given the reactants [NH2:1][C:2]([C:6]1[CH:11]=[CH:10][CH:9]=[CH:8][CH:7]=1)([CH3:5])[CH2:3][OH:4].C([O-])([O-])=O.[K+].[K+].[N:18]#[C:19]Br, predict the reaction product. The product is: [CH3:5][C:2]1([C:6]2[CH:11]=[CH:10][CH:9]=[CH:8][CH:7]=2)[CH2:3][O:4][C:19]([NH2:18])=[N:1]1. (2) The product is: [F:1][C:2]1[CH:3]=[CH:4][C:5]([C:8]2[C:12]([CH2:13][OH:14])=[C:11](/[CH:16]=[CH:17]/[C:18]3[CH:19]=[CH:20][CH:21]=[CH:22][CH:23]=3)[O:10][N:9]=2)=[N:6][CH:7]=1. Given the reactants [F:1][C:2]1[CH:3]=[CH:4][C:5]([C:8]2[C:12]([C:13](O)=[O:14])=[C:11](/[CH:16]=[CH:17]/[C:18]3[CH:23]=[CH:22][CH:21]=[CH:20][CH:19]=3)[O:10][N:9]=2)=[N:6][CH:7]=1.C(N(CC)CC)C.ClC(OCC)=O.[BH4-].[Na+].[OH-].[Na+], predict the reaction product. (3) Given the reactants [I-].[C:2]([CH:5]([CH2:11][CH:12]([CH3:14])[CH3:13])[CH2:6][N+:7]([CH3:10])([CH3:9])C)(=[O:4])[CH3:3].[CH3:15][O:16][C:17]1[CH:18]=[C:19]2[C:24](=[CH:25][C:26]=1[O:27][CH3:28])C=NC[CH2:20]2.C(O)C.O, predict the reaction product. The product is: [CH2:11]([CH:5]1[CH2:6][N:7]2[CH2:9][CH2:20][C:19]3[C:24]([CH:10]2[CH2:3][C:2]1=[O:4])=[CH:25][C:26]([O:27][CH3:28])=[C:17]([O:16][CH3:15])[CH:18]=3)[CH:12]([CH3:13])[CH3:14]. (4) Given the reactants [CH2:1]([C:3]([C:28]1[CH:33]=[CH:32][C:31](B2OC(C)(C)C(C)(C)O2)=[C:30]([CH3:43])[CH:29]=1)([C:6]1[CH:11]=[CH:10][C:9]([CH2:12][CH2:13][C:14]([O:23][CH2:24][O:25][CH3:26])([C:19]([F:22])([F:21])[F:20])[C:15]([F:18])([F:17])[F:16])=[C:8]([CH3:27])[CH:7]=1)[CH2:4][CH3:5])[CH3:2].[CH3:44][O:45][C:46](=[O:55])[CH2:47][C:48]1[CH:49]=[N:50][CH:51]=[C:52](Br)[CH:53]=1.P([O-])([O-])([O-])=O.[K+].[K+].[K+], predict the reaction product. The product is: [CH3:44][O:45][C:46](=[O:55])[CH2:47][C:48]1[CH:49]=[N:50][CH:51]=[C:52]([C:31]2[CH:32]=[CH:33][C:28]([C:3]([CH2:1][CH3:2])([C:6]3[CH:11]=[CH:10][C:9]([CH2:12][CH2:13][C:14]([O:23][CH2:24][O:25][CH3:26])([C:19]([F:22])([F:20])[F:21])[C:15]([F:18])([F:16])[F:17])=[C:8]([CH3:27])[CH:7]=3)[CH2:4][CH3:5])=[CH:29][C:30]=2[CH3:43])[CH:53]=1. (5) The product is: [CH2:16]([O:15][C:12]1[CH:13]=[CH:14][C:9]([NH:8][C:6]2[C:5]([N+:18]([O-:20])=[O:19])=[CH:4][N:3]=[C:2]([NH:33][C:31]3[CH:30]=[N:29][N:28]([CH:25]4[CH2:26][CH2:27][N:22]([CH3:21])[CH2:23][CH2:24]4)[CH:32]=3)[N:7]=2)=[CH:10][CH:11]=1)[CH3:17]. Given the reactants Cl[C:2]1[N:7]=[C:6]([NH:8][C:9]2[CH:14]=[CH:13][C:12]([O:15][CH2:16][CH3:17])=[CH:11][CH:10]=2)[C:5]([N+:18]([O-:20])=[O:19])=[CH:4][N:3]=1.[CH3:21][N:22]1[CH2:27][CH2:26][CH:25]([N:28]2[CH:32]=[C:31]([NH2:33])[CH:30]=[N:29]2)[CH2:24][CH2:23]1.CCN(C(C)C)C(C)C, predict the reaction product. (6) Given the reactants [C:1]([C:5]1[CH:6]=[C:7]2[C:19]3=[C:20]4[C:10](=[CH:11][CH:12]=[C:13]([CH3:21])[C:14]4=[CH:15][CH:16]=[C:17]3[CH:18]=1)[CH:9]=[CH:8]2)([CH3:4])([CH3:3])[CH3:2].CO.[Br-:24].[Br-].[Br-].C([N+](C)(C)C)C1C=CC=CC=1.C([N+](C)(C)C)C1C=CC=CC=1.C([N+](C)(C)C)C1C=CC=CC=1.O, predict the reaction product. The product is: [Br:24][C:11]1[C:10]2[C:20]3=[C:19]4[C:7](=[CH:8][CH:9]=2)[CH:6]=[C:5]([C:1]([CH3:4])([CH3:3])[CH3:2])[CH:18]=[C:17]4[CH:16]=[CH:15][C:14]3=[C:13]([CH3:21])[CH:12]=1. (7) The product is: [Cl:11][C:4]1[N:3]=[C:2]([C:12]#[N:13])[C:7]([N+:8]([O-:10])=[O:9])=[CH:6][CH:5]=1. Given the reactants Cl[C:2]1[C:7]([N+:8]([O-:10])=[O:9])=[CH:6][CH:5]=[C:4]([Cl:11])[N:3]=1.[CH3:12][N:13]1CCCC1=O, predict the reaction product. (8) Given the reactants Cl[C:2]1[C:11]2[C:6](=[CH:7][C:8]([O:14][CH3:15])=[C:9]([O:12][CH3:13])[CH:10]=2)[N:5]=[CH:4][N:3]=1.[CH2:16]([N:23]1[CH:27]=[C:26](B(O)O)[CH:25]=[N:24]1)[C:17]1[CH:22]=[CH:21][CH:20]=[CH:19][CH:18]=1.C(=O)([O-])[O-].[Na+].[Na+], predict the reaction product. The product is: [CH2:16]([N:23]1[CH:27]=[C:26]([C:2]2[C:11]3[C:6](=[CH:7][C:8]([O:14][CH3:15])=[C:9]([O:12][CH3:13])[CH:10]=3)[N:5]=[CH:4][N:3]=2)[CH:25]=[N:24]1)[C:17]1[CH:22]=[CH:21][CH:20]=[CH:19][CH:18]=1. (9) Given the reactants C[O-].[Na+].[CH:4]([NH2:6])=[NH:5].O=[C:8]1[CH2:14][CH2:13][N:12]([C:15]([O:17][C:18]([CH3:21])([CH3:20])[CH3:19])=[O:16])[CH2:11][CH2:10][CH:9]1[C:22](OC)=[O:23].C(O)(=O)C, predict the reaction product. The product is: [OH:23][C:22]1[C:9]2[CH2:10][CH2:11][N:12]([C:15]([O:17][C:18]([CH3:21])([CH3:20])[CH3:19])=[O:16])[CH2:13][CH2:14][C:8]=2[N:6]=[CH:4][N:5]=1.